Dataset: Reaction yield outcomes from USPTO patents with 853,638 reactions. Task: Predict the reaction yield, written as a fraction of the theoretical maximum amount of product (1.0 means a 100% yield; for example, 0.34 means a 34% yield). (1) The reactants are [CH3:1][C:2]1[CH:6]=[CH:5][O:4][C:3]=1[C:7]([OH:9])=O.ON1C2C=CC=CC=2N=N1.Cl.C(N=C=NCCCN(C)C)C.C(N(CC)C(C)C)(C)C.[CH2:41]([NH2:48])[C:42]1[CH:47]=[CH:46][CH:45]=[CH:44][CH:43]=1. The catalyst is CN(C)C=O.C(OCC)(=O)C. The product is [CH2:41]([NH:48][C:7]([C:3]1[O:4][CH:5]=[CH:6][C:2]=1[CH3:1])=[O:9])[C:42]1[CH:47]=[CH:46][CH:45]=[CH:44][CH:43]=1. The yield is 0.800. (2) The reactants are [CH2:1]([O:3][C:4]1[CH:9]=[CH:8][CH:7]=[CH:6][C:5]=1[C:10]1[S:18][C:17]2[C:16]([NH:19][NH2:20])=[N:15][CH:14]=[N:13][C:12]=2[C:11]=1[O:21][CH3:22])[CH3:2].[OH:23][C:24]1[CH:25]=[C:26]([CH:29]=[CH:30][C:31]=1[O:32][CH3:33])[CH:27]=O. The catalyst is C(O)C. The product is [CH2:1]([O:3][C:4]1[CH:9]=[CH:8][CH:7]=[CH:6][C:5]=1[C:10]1[S:18][C:17]2[C:16]([NH:19][N:20]=[CH:27][C:26]3[CH:29]=[CH:30][C:31]([O:32][CH3:33])=[C:24]([OH:23])[CH:25]=3)=[N:15][CH:14]=[N:13][C:12]=2[C:11]=1[O:21][CH3:22])[CH3:2]. The yield is 0.220. (3) The reactants are [Br:1][C:2]1[CH:3]=[C:4]([CH:16]=[C:17]([CH:19]=[C:20]2[CH2:25][CH2:24][NH:23][CH2:22][CH2:21]2)[CH:18]=1)[O:5][C:6]1[CH:11]=[CH:10][C:9]([C:12]([F:15])([F:14])[F:13])=[CH:8][N:7]=1.[N:26]1[CH:31]=[CH:30][CH:29]=[C:28]([NH:32][C:33](=O)[O:34]C2C=CC=CC=2)[N:27]=1.C(N(CC)CC)C. The catalyst is CS(C)=O.O. The product is [Br:1][C:2]1[CH:18]=[C:17]([CH:16]=[C:4]([O:5][C:6]2[CH:11]=[CH:10][C:9]([C:12]([F:15])([F:14])[F:13])=[CH:8][N:7]=2)[CH:3]=1)[CH:19]=[C:20]1[CH2:25][CH2:24][N:23]([C:33]([NH:32][C:28]2[N:27]=[N:26][CH:31]=[CH:30][CH:29]=2)=[O:34])[CH2:22][CH2:21]1. The yield is 0.660. (4) The reactants are [NH:1]1[CH2:6][CH2:5][O:4][CH2:3][CH2:2]1.[Cl:7][C:8]1[C:31]([F:32])=[CH:30][CH:29]=[C:28]([F:33])[C:9]=1[CH2:10][N:11]1[CH2:16][CH2:15][NH:14][C:13]2[N:17]=[CH:18][C:19]([C:21]3[CH:26]=[CH:25][N:24]=[C:23](Cl)[CH:22]=3)=[CH:20][C:12]1=2. No catalyst specified. The product is [Cl:7][C:8]1[C:31]([F:32])=[CH:30][CH:29]=[C:28]([F:33])[C:9]=1[CH2:10][N:11]1[CH2:16][CH2:15][NH:14][C:13]2[N:17]=[CH:18][C:19]([C:21]3[CH:22]=[CH:23][N:24]=[C:25]([N:1]4[CH2:6][CH2:5][O:4][CH2:3][CH2:2]4)[CH:26]=3)=[CH:20][C:12]1=2. The yield is 0.210. (5) The reactants are [Cl:1][C:2]1[CH:7]=[CH:6][C:5]([C:8]2[CH2:14][CH:13]3[NH:15][CH:10]([CH2:11][CH2:12]3)[CH:9]=2)=[CH:4][CH:3]=1.C(N(CC)CC)C.[F:23][C:24]([F:37])([F:36])[C:25]([NH:27][CH2:28][CH2:29][CH2:30]OS(C)(=O)=O)=[O:26]. The catalyst is C(O)C. The product is [Cl:1][C:2]1[CH:3]=[CH:4][C:5]([C:8]2[CH2:9][CH:10]3[N:15]([CH2:30][CH2:29][CH2:28][NH:27][C:25](=[O:26])[C:24]([F:37])([F:36])[F:23])[CH:13]([CH2:12][CH2:11]3)[CH:14]=2)=[CH:6][CH:7]=1. The yield is 0.465. (6) The product is [F:1][C:2]([F:12])([F:13])[O:3][C:4]1[CH:5]=[C:6]([CH2:10][NH:11][CH2:17][CH:16]([OH:18])[C:15]([F:20])([F:19])[F:14])[CH:7]=[CH:8][CH:9]=1. The reactants are [F:1][C:2]([F:13])([F:12])[O:3][C:4]1[CH:5]=[C:6]([CH2:10][NH2:11])[CH:7]=[CH:8][CH:9]=1.[F:14][C:15]([F:20])([F:19])[CH:16]1[O:18][CH2:17]1. The yield is 0.370. No catalyst specified. (7) The reactants are [F:1][C:2]1[CH:10]=[CH:9][CH:8]=[C:7]2[C:3]=1[CH2:4][CH2:5][NH:6]2.[C:11](OC(=O)C)(=[O:13])[CH3:12]. No catalyst specified. The product is [F:1][C:2]1[CH:10]=[CH:9][CH:8]=[C:7]2[C:3]=1[CH2:4][CH2:5][N:6]2[C:11](=[O:13])[CH3:12]. The yield is 0.770. (8) The reactants are CC(C)([O-])C.[K+].[C:7]([CH2:9]P(=O)(OCC)OCC)#[N:8].O=[C:19]1[CH2:22][CH:21]([C:23]#[N:24])[CH2:20]1. The catalyst is C1COCC1. The product is [C:7]([CH:9]=[C:19]1[CH2:22][CH:21]([C:23]#[N:24])[CH2:20]1)#[N:8]. The yield is 0.630.